From a dataset of Forward reaction prediction with 1.9M reactions from USPTO patents (1976-2016). Predict the product of the given reaction. (1) Given the reactants [Cl:1][S:2]([OH:5])(=O)=[O:3].[CH2:6]([O:8][C:9](=[O:21])[CH2:10][O:11][C:12]1[CH:17]=[CH:16][CH:15]=[CH:14][C:13]=1[CH2:18][CH2:19][CH3:20])[CH3:7], predict the reaction product. The product is: [CH2:6]([O:8][C:9](=[O:21])[CH2:10][O:11][C:12]1[CH:17]=[CH:16][C:15]([S:2]([Cl:1])(=[O:5])=[O:3])=[CH:14][C:13]=1[CH2:18][CH2:19][CH3:20])[CH3:7]. (2) The product is: [ClH:24].[C:1]([O:5][C:6]([N:8]1[CH2:14][CH2:13][N:12]([O:15][CH3:16])[CH2:11][CH2:10][N:9]1[C:17]([O:19][C:20]([CH3:23])([CH3:22])[CH3:21])=[O:18])=[O:7])([CH3:4])([CH3:3])[CH3:2]. Given the reactants [C:1]([O:5][C:6]([N:8]1[CH2:14][CH2:13][N:12]([O:15][CH3:16])[CH2:11][CH2:10][N:9]1[C:17]([O:19][C:20]([CH3:23])([CH3:22])[CH3:21])=[O:18])=[O:7])([CH3:4])([CH3:3])[CH3:2].[ClH:24], predict the reaction product.